The task is: Predict the product of the given reaction.. This data is from Forward reaction prediction with 1.9M reactions from USPTO patents (1976-2016). (1) Given the reactants [CH3:1][O:2][C:3]1[CH:4]=[C:5]([CH:26]=[CH:27][C:28]=1[O:29][CH2:30][C:31]1[N:32]=[C:33]([C:37]2[CH:42]=[CH:41][CH:40]=[CH:39][CH:38]=2)[O:34][C:35]=1[CH3:36])[CH2:6][O:7][C:8]1[C:12](/[CH:13]=[CH:14]/[C:15]([O:17]CC)=[O:16])=[CH:11][N:10]([C:20]2[CH:25]=[CH:24][CH:23]=[CH:22][CH:21]=2)[N:9]=1.[OH-].[Na+].O1CCCC1.Cl, predict the reaction product. The product is: [CH3:1][O:2][C:3]1[CH:4]=[C:5]([CH:26]=[CH:27][C:28]=1[O:29][CH2:30][C:31]1[N:32]=[C:33]([C:37]2[CH:42]=[CH:41][CH:40]=[CH:39][CH:38]=2)[O:34][C:35]=1[CH3:36])[CH2:6][O:7][C:8]1[C:12](/[CH:13]=[CH:14]/[C:15]([OH:17])=[O:16])=[CH:11][N:10]([C:20]2[CH:21]=[CH:22][CH:23]=[CH:24][CH:25]=2)[N:9]=1. (2) The product is: [NH2:1][C:2]1[N:10]=[CH:9][N:8]=[C:7]2[C:3]=1[N:4]=[CH:5][N:6]2[C@@H:11]1[O:12][C@H:13]([CH2:21][N:22]([CH3:41])[CH2:23][CH2:24][CH:25]([NH:27][C:28]([NH:30][C:31]2[CH:32]=[CH:33][C:34]([C:37]([CH3:38])([CH3:40])[CH3:39])=[CH:35][CH:36]=2)=[O:29])[CH3:26])[C@@H:14]([OH:18])[C@H:15]1[OH:16]. Given the reactants [NH2:1][C:2]1[N:10]=[CH:9][N:8]=[C:7]2[C:3]=1[N:4]=[CH:5][N:6]2[C@H:11]1[C@@H:15]2[O:16]C(C)(C)[O:18][C@@H:14]2[C@@H:13]([CH2:21][N:22]([CH3:41])[CH2:23][CH2:24][CH:25]([NH:27][C:28]([NH:30][C:31]2[CH:36]=[CH:35][C:34]([C:37]([CH3:40])([CH3:39])[CH3:38])=[CH:33][CH:32]=2)=[O:29])[CH3:26])[O:12]1.C([O-])([O-])=O.[K+].[K+], predict the reaction product. (3) Given the reactants [F:1][C:2]1[C:3](=[NH:21])[N:4]([CH3:20])[C:5](=[O:19])[N:6]([S:8]([C:11]2[CH:16]=[CH:15][C:14]([O:17][CH3:18])=[CH:13][CH:12]=2)(=[O:10])=[O:9])[CH:7]=1.C(=O)([O-])[O-].[K+].[K+].[F:28][C:29]1[CH:36]=[CH:35][CH:34]=[CH:33][C:30]=1[CH2:31]Br, predict the reaction product. The product is: [F:1][C:2]1[C:3](=[N:21][CH2:31][C:30]2[CH:33]=[CH:34][CH:35]=[CH:36][C:29]=2[F:28])[N:4]([CH3:20])[C:5](=[O:19])[N:6]([S:8]([C:11]2[CH:12]=[CH:13][C:14]([O:17][CH3:18])=[CH:15][CH:16]=2)(=[O:10])=[O:9])[CH:7]=1. (4) Given the reactants C(OC([N:8]1[CH:13]2[CH2:14][CH2:15][CH:9]1[CH2:10][C:11]([OH:22])([C:16]1[N:17]=[N:18][CH:19]=[CH:20][CH:21]=1)[CH2:12]2)=O)(C)(C)C.[ClH:23], predict the reaction product. The product is: [ClH:23].[N:18]1[CH:19]=[CH:20][CH:21]=[C:16]([C:11]2([OH:22])[CH2:12][CH:13]3[NH:8][CH:9]([CH2:15][CH2:14]3)[CH2:10]2)[N:17]=1. (5) The product is: [Si:1]([O:8][CH2:9][CH2:10][O:11][NH:12][C:13](=[O:37])[C:14]1[CH:19]=[C:18](/[CH:20]=[N:21]/[O:22][CH2:23][CH:24]([OH:25])[CH3:38])[C:17]([F:26])=[C:16]([F:27])[C:15]=1[NH:28][C:29]1[CH:34]=[CH:33][C:32]([I:35])=[CH:31][C:30]=1[F:36])([C:4]([CH3:7])([CH3:6])[CH3:5])([CH3:3])[CH3:2]. Given the reactants [Si:1]([O:8][CH2:9][CH2:10][O:11][NH:12][C:13](=[O:37])[C:14]1[CH:19]=[C:18]([CH:20]=[N:21][O:22][CH2:23][CH:24]=[O:25])[C:17]([F:26])=[C:16]([F:27])[C:15]=1[NH:28][C:29]1[CH:34]=[CH:33][C:32]([I:35])=[CH:31][C:30]=1[F:36])([C:4]([CH3:7])([CH3:6])[CH3:5])([CH3:3])[CH3:2].[CH3:38][Mg]Br, predict the reaction product. (6) Given the reactants O[C:2]1[CH:9]=[CH:8][C:5]([C:6]#[N:7])=[CH:4][C:3]=1[C:10]#[N:11].[Br:12][CH2:13][CH2:14][CH2:15]Br.C([O-])([O-])=[O:18].[K+].[K+], predict the reaction product. The product is: [Br:12][CH2:13][CH2:14][CH2:15][O:18][C:4]1[C:5]([C:6]#[N:7])=[CH:8][CH:9]=[CH:2][C:3]=1[C:10]#[N:11].